Dataset: Forward reaction prediction with 1.9M reactions from USPTO patents (1976-2016). Task: Predict the product of the given reaction. (1) Given the reactants [I:1][C:2]1[CH:8]=[CH:7][C:5]([NH2:6])=[C:4]([CH3:9])[C:3]=1[CH3:10].I[C:12]1[CH:17]=[CH:16][C:15]([N:18]=[C:19]=[S:20])=[C:14]([CH3:21])[C:13]=1[CH3:22].[CH2:23](Br)[CH:24]([CH3:26])[CH3:25].[CH3:28][Si:29]([C:32]#[CH:33])([CH3:31])[CH3:30], predict the reaction product. The product is: [CH3:9][C:4]1[C:3]([CH3:10])=[C:2]([I:1])[CH:8]=[CH:7][C:5]=1[N:6]=[C:19]1[S:20][CH2:14][C:15]2([CH2:13][CH2:12][CH2:17][CH2:16]2)[NH:18]1.[CH3:21][C:14]1[C:13]([CH3:22])=[C:12]([C:33]#[C:32][Si:29]([CH3:31])([CH3:30])[CH3:28])[CH:17]=[CH:16][C:15]=1[N:18]=[C:19]1[S:20][CH2:4][C:5]2([CH2:3][CH2:2][CH2:8][CH2:7]2)[N:6]1[CH2:23][CH:24]([CH3:26])[CH3:25]. (2) Given the reactants C[N:2]([CH:4]=[O:5])[CH3:3].[CH3:6][C:7]([O-:10])([CH3:9])[CH3:8].[K+].CN([C:21]1[CH:26]=[CH:25][C:24]([N+:27]([O-:29])=[O:28])=[CH:23][CH:22]=1)C(=O)OC(C)(C)C.Cl.O([NH2:33])C, predict the reaction product. The product is: [NH2:33][C:23]1[CH:22]=[C:21]([CH2:3][NH:2][C:4](=[O:5])[O:10][C:7]([CH3:9])([CH3:8])[CH3:6])[CH:26]=[CH:25][C:24]=1[N+:27]([O-:29])=[O:28]. (3) The product is: [CH:1]1([NH:7][C:11]([C:13]2[C:14](=[O:24])[NH:15][C:16]3[C:21]([C:22]=2[OH:23])=[CH:20][CH:19]=[CH:18][CH:17]=3)=[O:10])[CH2:6][CH2:5][CH2:4][CH2:3][CH2:2]1. Given the reactants [CH:1]1([NH2:7])[CH2:6][CH2:5][CH2:4][CH2:3][CH2:2]1.C([O:10][C:11]([C:13]1[C:14](=[O:24])[NH:15][C:16]2[C:21]([C:22]=1[OH:23])=[CH:20][CH:19]=[CH:18][CH:17]=2)=O)C, predict the reaction product. (4) Given the reactants [CH:1]([O:4][C:5]([C:7]1[CH:8]([C:35]2[CH:40]=[CH:39][CH:38]=[C:37]([N+:41]([O-:43])=[O:42])[CH:36]=2)[C:9]([C:15]([O:17][CH:18]2[CH2:21][N:20]([CH:22]([C:29]3[CH:34]=[CH:33][CH:32]=[CH:31][CH:30]=3)[C:23]3[CH:28]=[CH:27][CH:26]=[CH:25][CH:24]=3)[CH2:19]2)=[O:16])=[C:10]([NH2:14])[NH:11][C:12]=1[CH3:13])=[O:6])([CH3:3])[CH3:2].[C:44]([OH:51])(=[O:50])/[CH:45]=[CH:46]/[C:47]([OH:49])=[O:48].C(OC(C)C)(C)C, predict the reaction product. The product is: [C:44]([OH:51])(=[O:50])/[CH:45]=[CH:46]/[C:47]([OH:49])=[O:48].[CH:1]([O:4][C:5]([C:7]1[CH:8]([C:35]2[CH:40]=[CH:39][CH:38]=[C:37]([N+:41]([O-:43])=[O:42])[CH:36]=2)[C:9]([C:15]([O:17][CH:18]2[CH2:19][N:20]([CH:22]([C:29]3[CH:34]=[CH:33][CH:32]=[CH:31][CH:30]=3)[C:23]3[CH:28]=[CH:27][CH:26]=[CH:25][CH:24]=3)[CH2:21]2)=[O:16])=[C:10]([NH2:14])[NH:11][C:12]=1[CH3:13])=[O:6])([CH3:3])[CH3:2].[NH2:14][C:10]1[NH:11][C:12]([CH3:13])=[C:7]([C:5]([O:4][CH:1]([CH3:2])[CH3:3])=[O:6])[CH:8]([C:35]2[CH:40]=[CH:39][CH:38]=[C:37]([N+:41]([O-:43])=[O:42])[CH:36]=2)[C:9]=1[C:15]([O:17][CH:18]1[CH2:19][N:20]([CH:22]([C:29]2[CH:34]=[CH:33][CH:32]=[CH:31][CH:30]=2)[C:23]2[CH:24]=[CH:25][CH:26]=[CH:27][CH:28]=2)[CH2:21]1)=[O:16]. (5) Given the reactants [Cl:1][C:2]1[CH:7]=[C:6]([N+:8]([O-:10])=[O:9])[CH:5]=[C:4]([C:11]([C:14]2[CH:19]=[C:18]([CH3:20])[CH:17]=[C:16]([O:21][CH:22]([CH3:24])[CH3:23])[CH:15]=2)([CH3:13])[CH3:12])[CH:3]=1.C1C(=O)N([Br:32])C(=O)C1.CC(N=NC(C#N)(C)C)(C#N)C, predict the reaction product. The product is: [Br:32][CH2:20][C:18]1[CH:17]=[C:16]([O:21][CH:22]([CH3:24])[CH3:23])[CH:15]=[C:14]([C:11]([C:4]2[CH:5]=[C:6]([N+:8]([O-:10])=[O:9])[CH:7]=[C:2]([Cl:1])[CH:3]=2)([CH3:13])[CH3:12])[CH:19]=1. (6) Given the reactants [CH2:1]([C:4]1[C:13]([OH:14])=[CH:12][C:11]([CH3:15])=[C:10]2[C:5]=1[CH2:6][CH2:7][C@@:8]([CH3:32])([CH2:16][CH2:17][CH2:18][C@H:19]([CH3:31])[CH2:20][CH2:21][CH2:22][C@H:23]([CH3:30])[CH2:24][CH2:25][CH2:26][CH:27]([CH3:29])[CH3:28])[O:9]2)[CH:2]=[CH2:3].C(#N)C.[O:36]=[N+]([O-])[O-].[O-][N+](=O)[O-].[O-][N+](=O)[O-].[O-][N+](=O)[O-].[O-][N+](=O)[O-].[O-][N+](=O)[O-].[Ce+4].[NH4+].[NH4+].CCOC(C)=O, predict the reaction product. The product is: [CH2:1]([C:4]1[C:13](=[O:14])[CH:12]=[C:11]([CH3:15])[C:10](=[O:9])[C:5]=1[CH2:6][CH2:7][C@@:8]([OH:36])([CH3:32])[CH2:16][CH2:17][CH2:18][C@H:19]([CH3:31])[CH2:20][CH2:21][CH2:22][C@H:23]([CH3:30])[CH2:24][CH2:25][CH2:26][CH:27]([CH3:29])[CH3:28])[CH:2]=[CH2:3]. (7) Given the reactants [F:1][C:2]1[CH:7]=[CH:6][CH:5]=[CH:4][C:3]=1[C:8]1[CH:12]=[C:11]([C:13]([OH:15])=O)[O:10][N:9]=1.CN(C(ON1N=NC2C=CC=NC1=2)=[N+](C)C)C.F[P-](F)(F)(F)(F)F.CN(C=O)C.C([O:47][C:48](=[O:68])[C@H:49]([OH:67])[CH2:50][C@H:51]([NH2:66])[CH2:52][C:53]1[CH:58]=[CH:57][C:56]([C:59]2[CH:64]=[CH:63][CH:62]=[C:61]([Cl:65])[CH:60]=2)=[CH:55][CH:54]=1)C.CCN(C(C)C)C(C)C.CO.O, predict the reaction product. The product is: [Cl:65][C:61]1[CH:60]=[C:59]([C:56]2[CH:55]=[CH:54][C:53]([CH2:52][C@@H:51]([NH:66][C:13]([C:11]3[O:10][N:9]=[C:8]([C:3]4[CH:4]=[CH:5][CH:6]=[CH:7][C:2]=4[F:1])[CH:12]=3)=[O:15])[CH2:50][C@@H:49]([OH:67])[C:48]([OH:68])=[O:47])=[CH:58][CH:57]=2)[CH:64]=[CH:63][CH:62]=1. (8) Given the reactants [Cl:1][C:2]1[CH:7]=[CH:6][CH:5]=[C:4]([Cl:8])[C:3]=1[CH2:9][S:10]([C:13]1[CH:14]=[C:15]2[C:19](=[CH:20][CH:21]=1)[NH:18][C:17](=[O:22])/[C:16]/2=[CH:23]\[C:24]1[NH:28][C:27]([CH3:29])=[C:26]([C:30](O)=[O:31])[C:25]=1[CH3:33])(=[O:12])=[O:11].CCN(C(C)C)C(C)C.OC(C(F)(F)F)=O.[NH2:50][CH2:51][CH2:52][N:53]1[CH2:58][CH2:57][CH:56]([OH:59])[CH2:55][CH2:54]1.CN(C(ON1N=NC2C=CC=NC1=2)=[N+](C)C)C.F[P-](F)(F)(F)(F)F, predict the reaction product. The product is: [OH:59][CH:56]1[CH2:57][CH2:58][N:53]([CH2:52][CH2:51][NH:50][C:30]([C:26]2[C:25]([CH3:33])=[C:24](/[CH:23]=[C:16]3\[C:17](=[O:22])[NH:18][C:19]4[C:15]\3=[CH:14][C:13]([S:10]([CH2:9][C:3]3[C:2]([Cl:1])=[CH:7][CH:6]=[CH:5][C:4]=3[Cl:8])(=[O:12])=[O:11])=[CH:21][CH:20]=4)[NH:28][C:27]=2[CH3:29])=[O:31])[CH2:54][CH2:55]1.